This data is from Forward reaction prediction with 1.9M reactions from USPTO patents (1976-2016). The task is: Predict the product of the given reaction. (1) Given the reactants [CH2:1]([O:3][C:4](=[O:19])[CH2:5][O:6][C:7]1[CH:12]=[CH:11][C:10]([NH:13][CH3:14])=[CH:9][C:8]=1[C:15]([F:18])([F:17])[F:16])[CH3:2].Cl[CH2:21][C:22]1[C:23]([CH3:38])=[N:24][C:25]([C:28]2[CH:33]=[CH:32][C:31]([C:34]([F:37])([F:36])[F:35])=[CH:30][CH:29]=2)=[CH:26][CH:27]=1.[Na+].[I-].C1CCN2C(=NCCC2)CC1, predict the reaction product. The product is: [CH2:1]([O:3][C:4](=[O:19])[CH2:5][O:6][C:7]1[CH:12]=[CH:11][C:10]([N:13]([CH3:14])[CH2:21][C:22]2[C:23]([CH3:38])=[N:24][C:25]([C:28]3[CH:33]=[CH:32][C:31]([C:34]([F:37])([F:36])[F:35])=[CH:30][CH:29]=3)=[CH:26][CH:27]=2)=[CH:9][C:8]=1[C:15]([F:17])([F:18])[F:16])[CH3:2]. (2) Given the reactants [CH3:1][O:2][C:3]([C:5]1[S:6][CH:7]=[CH:8][C:9]=1[NH:10][C:11](=[O:16])[C:12]([F:15])([F:14])[F:13])=[O:4].COCN[C:21]([CH:23]1[CH2:28][CH2:27][O:26][CH2:25][CH2:24]1)=[O:22], predict the reaction product. The product is: [CH3:1][O:2][C:3]([C:5]1[S:6][C:7]([C:21]([CH:23]2[CH2:28][CH2:27][O:26][CH2:25][CH2:24]2)=[O:22])=[CH:8][C:9]=1[NH:10][C:11](=[O:16])[C:12]([F:13])([F:14])[F:15])=[O:4]. (3) Given the reactants [C:1]([O:5][C:6](=[O:31])[C@@H:7]([CH:28]([CH3:30])[CH3:29])[N:8]([CH2:23][CH2:24][CH:25]([CH3:27])[CH3:26])[S:9]([C:12]1[CH:21]=[CH:20][C:19]2[C:14](=[CH:15][CH:16]=[C:17]([OH:22])[CH:18]=2)[CH:13]=1)(=[O:11])=[O:10])([CH3:4])([CH3:3])[CH3:2].C(N(CC)CC)C.[S:39]([O:46]S(C(F)(F)F)(=O)=O)([C:42]([F:45])([F:44])[F:43])(=[O:41])=[O:40], predict the reaction product. The product is: [C:1]([O:5][C:6](=[O:31])[C@@H:7]([CH:28]([CH3:30])[CH3:29])[N:8]([CH2:23][CH2:24][CH:25]([CH3:26])[CH3:27])[S:9]([C:12]1[CH:21]=[CH:20][C:19]2[C:14](=[CH:15][CH:16]=[C:17]([O:22][S:39]([C:42]([F:45])([F:44])[F:43])(=[O:41])=[O:40])[CH:18]=2)[CH:13]=1)(=[O:11])=[O:10])([CH3:3])([CH3:4])[CH3:2].[O-:46][S:39]([C:42]([F:45])([F:44])[F:43])(=[O:41])=[O:40]. (4) The product is: [CH3:2][C:3]1([CH3:26])[CH2:12][CH2:11][C:10]([CH3:13])([CH3:14])[C:9]2[CH:8]=[C:7]([C:15]3[N:16]=[C:17]([CH:20]4[CH2:25][CH2:24][CH2:23][N:22]([CH2:34][CH2:33][CH2:32][CH2:31][OH:30])[CH2:21]4)[S:18][CH:19]=3)[CH:6]=[CH:5][C:4]1=2. Given the reactants Br.[CH3:2][C:3]1([CH3:26])[CH2:12][CH2:11][C:10]([CH3:14])([CH3:13])[C:9]2[CH:8]=[C:7]([C:15]3[N:16]=[C:17]([CH:20]4[CH2:25][CH2:24][CH2:23][NH:22][CH2:21]4)[S:18][CH:19]=3)[CH:6]=[CH:5][C:4]1=2.C([O:30][CH2:31][CH2:32][CH2:33][CH2:34]Br)(=O)C.[OH-].[Na+], predict the reaction product. (5) Given the reactants [CH3:1][C:2]1[CH:7]=[C:6]([CH3:8])[CH:5]=[CH:4][C:3]=1[NH:9][CH2:10][CH:11]([CH3:13])[CH3:12].Cl[S:15]([C:18]1[CH:19]=[CH:20][C:21]([O:27][CH3:28])=[C:22]([CH:26]=1)[C:23]([OH:25])=[O:24])(=[O:17])=[O:16], predict the reaction product. The product is: [CH3:1][C:2]1[CH:7]=[C:6]([CH3:8])[CH:5]=[CH:4][C:3]=1[N:9]([CH2:10][CH:11]([CH3:13])[CH3:12])[S:15]([C:18]1[CH:19]=[CH:20][C:21]([O:27][CH3:28])=[C:22]([CH:26]=1)[C:23]([OH:25])=[O:24])(=[O:17])=[O:16]. (6) Given the reactants [F:1][C:2]1[C:3]([O:10][CH2:11][CH2:12][CH2:13][CH2:14][CH2:15][CH3:16])=[C:4]([OH:9])[C:5]([F:8])=[CH:6][CH:7]=1.Br[CH2:18][CH2:19][CH2:20][CH2:21][CH2:22][CH3:23].C(=O)([O-])[O-].[K+].[K+], predict the reaction product. The product is: [F:1][C:2]1[CH:7]=[CH:6][C:5]([F:8])=[C:4]([O:9][CH2:18][CH2:19][CH2:20][CH2:21][CH2:22][CH3:23])[C:3]=1[O:10][CH2:11][CH2:12][CH2:13][CH2:14][CH2:15][CH3:16]. (7) Given the reactants [Br:1][C:2]1[CH:7]=[C:6]([F:8])[CH:5]=[CH:4][C:3]=1[CH:9]1[C:14]([C:15]([O:17][CH2:18][CH3:19])=[O:16])=[C:13]([CH2:20]Br)[NH:12][C:11]([C:22]2[CH:27]=[CH:26][CH:25]=[CH:24][CH:23]=2)=[N:10]1.Cl.[NH:29]1[CH2:34][CH2:33][O:32][CH2:31][CH:30]1[CH2:35][C:36]([OH:38])=[O:37], predict the reaction product. The product is: [Br:1][C:2]1[CH:7]=[C:6]([F:8])[CH:5]=[CH:4][C:3]=1[CH:9]1[N:10]=[C:11]([C:22]2[CH:27]=[CH:26][CH:25]=[CH:24][CH:23]=2)[NH:12][C:13]([CH2:20][N:29]2[CH2:34][CH2:33][O:32][CH2:31][CH:30]2[CH2:35][C:36]([OH:38])=[O:37])=[C:14]1[C:15]([O:17][CH2:18][CH3:19])=[O:16]. (8) Given the reactants [N+:1]([C:4]1[CH:5]=[C:6]([CH:10]=[CH:11][C:12]=1[N+:13]([O-:15])=[O:14])[C:7]([OH:9])=O)([O-:3])=[O:2].CN(C=O)C.S(Cl)(Cl)=O.[NH:25]1[CH2:30][CH2:29][O:28][CH2:27][CH2:26]1, predict the reaction product. The product is: [N+:1]([C:4]1[CH:5]=[C:6]([C:7]([N:25]2[CH2:30][CH2:29][O:28][CH2:27][CH2:26]2)=[O:9])[CH:10]=[CH:11][C:12]=1[N+:13]([O-:15])=[O:14])([O-:3])=[O:2]. (9) Given the reactants F[C:2]1[CH:10]=[CH:9][CH:8]=[C:7]([C:11]([F:14])([F:13])[F:12])[C:3]=1[C:4]([NH2:6])=[O:5].C[Si](C)(C)[O-:17].[K+].Cl, predict the reaction product. The product is: [OH:17][C:2]1[CH:10]=[CH:9][CH:8]=[C:7]([C:11]([F:14])([F:13])[F:12])[C:3]=1[C:4]([NH2:6])=[O:5].